This data is from Full USPTO retrosynthesis dataset with 1.9M reactions from patents (1976-2016). The task is: Predict the reactants needed to synthesize the given product. (1) The reactants are: C(O)(C(F)(F)F)=O.C[Si](C)(C)CCOC[N:14]1[C:18]2[N:19]=[CH:20][N:21]=[C:22]([C:23]3[CH:24]=[N:25][N:26]([CH:28]4[CH2:33][CH2:32][C:31](=[CH:34][C:35]#[N:36])[CH2:30][CH2:29]4)[CH:27]=3)[C:17]=2[CH:16]=[CH:15]1.[OH-].[NH4+]. Given the product [N:19]1[C:18]2[NH:14][CH:15]=[CH:16][C:17]=2[C:22]([C:23]2[CH:24]=[N:25][N:26]([CH:28]3[CH2:29][CH2:30][C:31](=[CH:34][C:35]#[N:36])[CH2:32][CH2:33]3)[CH:27]=2)=[N:21][CH:20]=1, predict the reactants needed to synthesize it. (2) Given the product [NH2:22][C:20](=[O:21])[C:19](=[O:23])[CH:18]([NH:17][C:14]([C@H:5]1[CH2:4][CH2:3][C:2](=[O:1])[N:6]1[CH2:7][C:8]1[CH:9]=[CH:10][N:11]=[CH:12][CH:13]=1)=[O:16])[CH2:24][C:25]1[CH:26]=[CH:27][CH:28]=[CH:29][CH:30]=1, predict the reactants needed to synthesize it. The reactants are: [O:1]=[C:2]1[N:6]([CH2:7][C:8]2[CH:13]=[CH:12][N:11]=[CH:10][CH:9]=2)[C@@H:5]([C:14]([OH:16])=O)[CH2:4][CH2:3]1.[NH2:17][CH:18]([CH2:24][C:25]1[CH:30]=[CH:29][CH:28]=[CH:27][CH:26]=1)[CH:19]([OH:23])[C:20]([NH2:22])=[O:21].O[NH-].O=[N-].CC(OI1(OC(C)=O)(OC(C)=O)OC(=O)C2C=CC=CC1=2)=O. (3) Given the product [C:31]([C:28]1[CH:29]=[CH:30][C:25]([NH:24][C:23]([CH:13]2[NH:12][CH2:11][C:10]3([C:5]4[C:6](=[CH:7][CH:2]=[CH:3][CH:4]=4)[NH:8][C:9]3=[O:43])[CH2:14]2)=[O:33])=[CH:26][CH:27]=1)(=[O:44])[NH2:32], predict the reactants needed to synthesize it. The reactants are: Cl[C:2]1[CH:7]=[C:6]2[NH:8][C:9](=[O:43])[C@:10]3([C@@H:14](C4C=CC=C(Cl)C=4F)[C@H:13]([C:23](=[O:33])[NH:24][C:25]4[CH:30]=[CH:29][C:28]([C:31]#[N:32])=[CH:27][CH:26]=4)[NH:12][C@H:11]3CC(C)(C)COC(=O)C)[C:5]2=[CH:4][CH:3]=1.[OH:44]O.[OH-].[Na+]. (4) Given the product [NH:1]1[CH:5]=[C:4]([C:6]([O:8][CH3:14])=[O:7])[N:3]=[CH:2]1, predict the reactants needed to synthesize it. The reactants are: [NH:1]1[CH:5]=[C:4]([C:6]([OH:8])=[O:7])[N:3]=[CH:2]1.OS(O)(=O)=O.[CH3:14]O. (5) Given the product [Cl:1][C:2]1[CH:7]=[CH:6][N:5]=[C:4]2[NH:8][C:9]([C:11]3[C:19]4[C:14](=[CH:15][C:16]([O:22][CH3:23])=[C:17]([O:20][CH3:21])[CH:18]=4)[N:13]([CH2:24][CH2:25][N:26]4[CH2:27][CH2:28][CH:29]([CH2:32][CH2:33][OH:34])[CH2:30][CH2:31]4)[CH:12]=3)=[CH:10][C:3]=12, predict the reactants needed to synthesize it. The reactants are: [Cl:1][C:2]1[CH:7]=[CH:6][N:5]=[C:4]2[N:8](S(C3C=CC(C)=CC=3)(=O)=O)[C:9]([C:11]3[C:19]4[C:14](=[CH:15][C:16]([O:22][CH3:23])=[C:17]([O:20][CH3:21])[CH:18]=4)[N:13]([CH2:24][CH2:25][N:26]4[CH2:31][CH2:30][CH:29]([CH2:32][CH2:33][OH:34])[CH2:28][CH2:27]4)[CH:12]=3)=[CH:10][C:3]=12.[OH-].[K+].ClCCl.CO. (6) Given the product [C:1]([O:5][C:6]([NH:8][C@@H:9]([CH2:15][CH3:16])[CH:10]([C:11]1[O:13][N:40]=[C:33]([C:34]2[CH:39]=[CH:38][CH:37]=[CH:36][CH:35]=2)[N:32]=1)[OH:14])=[O:7])([CH3:2])([CH3:3])[CH3:4], predict the reactants needed to synthesize it. The reactants are: [C:1]([O:5][C:6]([NH:8][C@@H:9]([CH2:15][CH3:16])[CH:10]([OH:14])[C:11]([OH:13])=O)=[O:7])([CH3:4])([CH3:3])[CH3:2].C(Cl)CCl.C1C=CC2N(O)N=NC=2C=1.O[NH:32][C:33](=[NH:40])[C:34]1[CH:39]=[CH:38][CH:37]=[CH:36][CH:35]=1.CN1CCOCC1. (7) Given the product [Cl:27][C:16]1[C:15]([CH2:14][OH:13])=[CH:20][CH:19]=[C:18]([C:21]2[CH:22]=[CH:23][CH:24]=[CH:25][CH:26]=2)[N:17]=1, predict the reactants needed to synthesize it. The reactants are: [H-].[Al+3].[Li+].[H-].[H-].[H-].O1CCCC1.C[O:13][C:14](=O)[C:15]1[CH:20]=[CH:19][C:18]([C:21]2[CH:26]=[CH:25][CH:24]=[CH:23][CH:22]=2)=[N:17][C:16]=1[Cl:27]. (8) Given the product [CH3:17][C:14]1([CH3:16])[CH2:15][N:11]2[C@H:12]([CH2:18][C:20](=[O:27])[CH2:21][CH2:9]2)[CH2:13]1, predict the reactants needed to synthesize it. The reactants are: C(O[C:9]([N:11]1[CH2:15][C:14]([CH3:17])([CH3:16])[CH2:13][C@H:12]1[CH2:18]O)=O)C1C=CC=CC=1.[CH2:20]([O:27]C(N1C[C@@H](SC)C[C@H]1CO)=O)[C:21]1C=CC=CC=1.